This data is from Forward reaction prediction with 1.9M reactions from USPTO patents (1976-2016). The task is: Predict the product of the given reaction. Given the reactants [Br:1][C:2]1[CH:7]=[CH:6][C:5]([CH2:8][OH:9])=[C:4]([Cl:10])[CH:3]=1.CC(OI1(OC(C)=O)(OC(C)=O)OC(=O)C2C=CC=CC1=2)=O.CCOC(C)=O, predict the reaction product. The product is: [Br:1][C:2]1[CH:7]=[CH:6][C:5]([CH:8]=[O:9])=[C:4]([Cl:10])[CH:3]=1.